This data is from Catalyst prediction with 721,799 reactions and 888 catalyst types from USPTO. The task is: Predict which catalyst facilitates the given reaction. (1) Reactant: [NH2:1][CH:2]1[CH2:7][CH2:6][CH2:5][CH:4]([N:8]([CH2:21][CH3:22])[C:9]2[CH:16]=[CH:15][C:12]([C:13]#[N:14])=[C:11]([C:17]([F:20])([F:19])[F:18])[CH:10]=2)[CH2:3]1.[CH2:23]([O:30][CH2:31][CH2:32][CH:33]=O)[C:24]1[CH:29]=[CH:28][CH:27]=[CH:26][CH:25]=1.S([CH2:45][N+:46]#[C-:47])(C1C=CC(C)=CC=1)(=O)=O.C([O-])([O-])=O.[K+].[K+]. Product: [CH2:23]([O:30][CH2:31][CH2:32][C:33]1[N:1]([CH:2]2[CH2:7][CH2:6][CH2:5][CH:4]([N:8]([CH2:21][CH3:22])[C:9]3[CH:16]=[CH:15][C:12]([C:13]#[N:14])=[C:11]([C:17]([F:18])([F:19])[F:20])[CH:10]=3)[CH2:3]2)[CH:47]=[N:46][CH:45]=1)[C:24]1[CH:29]=[CH:28][CH:27]=[CH:26][CH:25]=1. The catalyst class is: 3. (2) Product: [CH2:23]([NH:22][S:19]([C:16]1[CH:15]=[CH:14][C:13]([NH:12][C:10]([NH:9][C:5]2[CH:6]=[CH:7][CH:8]=[C:3]([C:1]#[N:2])[CH:4]=2)=[O:11])=[CH:18][CH:17]=1)(=[O:21])=[O:20])[C:24]1[CH:29]=[CH:28][CH:27]=[CH:26][CH:25]=1. Reactant: [C:1]([C:3]1[CH:4]=[C:5]([N:9]=[C:10]=[O:11])[CH:6]=[CH:7][CH:8]=1)#[N:2].[NH2:12][C:13]1[CH:18]=[CH:17][C:16]([S:19]([NH:22][CH2:23][C:24]2[CH:29]=[CH:28][CH:27]=[CH:26][CH:25]=2)(=[O:21])=[O:20])=[CH:15][CH:14]=1. The catalyst class is: 2. (3) Reactant: [F:1][C:2]1[CH:8]=[C:7]([B:9]2[O:13][C:12]([CH3:15])([CH3:14])[C:11]([CH3:17])([CH3:16])[O:10]2)[CH:6]=[CH:5][C:3]=1[NH2:4].[N:18]([C:21]1[CH:26]=[CH:25][N:24]=[CH:23][CH:22]=1)=[C:19]=[O:20]. Product: [F:1][C:2]1[CH:8]=[C:7]([B:9]2[O:13][C:12]([CH3:15])([CH3:14])[C:11]([CH3:17])([CH3:16])[O:10]2)[CH:6]=[CH:5][C:3]=1[NH:4][C:19]([NH:18][C:21]1[CH:26]=[CH:25][N:24]=[CH:23][CH:22]=1)=[O:20]. The catalyst class is: 54. (4) Reactant: C[O:2][C:3]([C:5]1[CH:6]=[C:7]([CH3:54])[C:8]2[N:12]=[C:11]([CH2:13][CH2:14][CH3:15])[N:10]([CH2:16][C:17]3[CH:22]=[CH:21][C:20]([C:23]4[CH:28]=[CH:27][CH:26]=[CH:25][C:24]=4[C:29]4[N:33]([C:34]([C:47]5[CH:52]=[CH:51][CH:50]=[CH:49][CH:48]=5)([C:41]5[CH:46]=[CH:45][CH:44]=[CH:43][CH:42]=5)[C:35]5[CH:40]=[CH:39][CH:38]=[CH:37][CH:36]=5)[N:32]=[N:31][N:30]=4)=[CH:19][CH:18]=3)[C:9]=2[CH:53]=1)=O.[H-].[Al+3].[Li+].[H-].[H-].[H-].O.[OH-].[Na+]. Product: [OH:2][CH2:3][C:5]1[CH:6]=[C:7]([CH3:54])[C:8]2[N:12]=[C:11]([CH2:13][CH2:14][CH3:15])[N:10]([CH2:16][C:17]3[CH:18]=[CH:19][C:20]([C:23]4[CH:28]=[CH:27][CH:26]=[CH:25][C:24]=4[C:29]4[N:33]([C:34]([C:47]5[CH:52]=[CH:51][CH:50]=[CH:49][CH:48]=5)([C:41]5[CH:42]=[CH:43][CH:44]=[CH:45][CH:46]=5)[C:35]5[CH:36]=[CH:37][CH:38]=[CH:39][CH:40]=5)[N:32]=[N:31][N:30]=4)=[CH:21][CH:22]=3)[C:9]=2[CH:53]=1. The catalyst class is: 7.